This data is from Peptide-MHC class I binding affinity with 185,985 pairs from IEDB/IMGT. The task is: Regression. Given a peptide amino acid sequence and an MHC pseudo amino acid sequence, predict their binding affinity value. This is MHC class I binding data. (1) The MHC is H-2-Db with pseudo-sequence H-2-Db. The binding affinity (normalized) is 0.161. The peptide sequence is AIFQPQNGQLIHFYR. (2) The peptide sequence is TLMAAILAY. The MHC is HLA-B15:01 with pseudo-sequence HLA-B15:01. The binding affinity (normalized) is 0.963. (3) The peptide sequence is YLDDPDLKY. The MHC is HLA-A02:01 with pseudo-sequence HLA-A02:01. The binding affinity (normalized) is 0.249. (4) The peptide sequence is GVILLRIVI. The MHC is Mamu-A07 with pseudo-sequence Mamu-A07. The binding affinity (normalized) is 0.155. (5) The peptide sequence is RELLKSLSGL. The MHC is HLA-B40:01 with pseudo-sequence HLA-B40:01. The binding affinity (normalized) is 0.374.